This data is from HIV replication inhibition screening data with 41,000+ compounds from the AIDS Antiviral Screen. The task is: Binary Classification. Given a drug SMILES string, predict its activity (active/inactive) in a high-throughput screening assay against a specified biological target. The compound is Cc1cn(C2CC3C(COC(C)(C)N3O)O2)c(=O)[nH]c1=O. The result is 1 (active).